Dataset: Catalyst prediction with 721,799 reactions and 888 catalyst types from USPTO. Task: Predict which catalyst facilitates the given reaction. (1) Reactant: Br[C:2]1[C:3]([NH2:8])=[N:4][CH:5]=[CH:6][CH:7]=1.[CH3:9][O:10][C:11]1[C:16]([O:17][CH3:18])=[CH:15][CH:14]=[CH:13][C:12]=1B(O)O.O.C(=O)([O-])[O-].[Na+].[Na+]. Product: [CH3:9][O:10][C:11]1[C:16]([O:17][CH3:18])=[CH:15][CH:14]=[CH:13][C:12]=1[C:2]1[C:3]([NH2:8])=[N:4][CH:5]=[CH:6][CH:7]=1. The catalyst class is: 176. (2) Reactant: [OH:1][C:2]1[C:10]2[O:9][C:8]([C:11]([C:13]3[C:14]([C:19]4[CH:24]=[CH:23][CH:22]=[CH:21][CH:20]=4)=[N:15][O:16][C:17]=3[CH3:18])=[O:12])=[CH:7][C:6]=2[CH:5]=[CH:4][CH:3]=1.[CH2:25](O)[CH3:26].C1(P(C2C=CC=CC=2)C2C=CC=CC=2)C=CC=CC=1.N(C(OCC)=O)=NC(OCC)=O. Product: [CH2:25]([O:1][C:2]1[C:10]2[O:9][C:8]([C:11]([C:13]3[C:14]([C:19]4[CH:24]=[CH:23][CH:22]=[CH:21][CH:20]=4)=[N:15][O:16][C:17]=3[CH3:18])=[O:12])=[CH:7][C:6]=2[CH:5]=[CH:4][CH:3]=1)[CH3:26]. The catalyst class is: 1. (3) Reactant: Br.Br[CH2:3][C:4]([C:6]1[C:7](=[O:21])[O:8][C:9]2[C:14]([CH:15]=1)=[CH:13][CH:12]=[C:11]([N:16]([CH2:19][CH3:20])[CH2:17][CH3:18])[CH:10]=2)=O.[C:22]([CH2:24][C:25]([NH2:27])=[S:26])#[N:23].C(=O)([O-])O.[Na+].CCOCC. Product: [CH2:17]([N:16]([CH2:19][CH3:20])[C:11]1[CH:10]=[C:9]2[C:14]([CH:15]=[C:6]([C:4]3[N:27]=[C:25]([CH2:24][C:22]#[N:23])[S:26][CH:3]=3)[C:7](=[O:21])[O:8]2)=[CH:13][CH:12]=1)[CH3:18]. The catalyst class is: 8. (4) Reactant: [C:1]([O:5][C:6]([NH:8][C@@H:9]([CH2:14][C:15]1[CH:20]=[CH:19][CH:18]=[CH:17][CH:16]=1)[C:10](=[O:13])[CH2:11][Cl:12])=[O:7])([CH3:4])([CH3:3])[CH3:2].C1(C)C=CC=CC=1.[BH4-].[Na+]. Product: [C:1]([O:5][C:6]([NH:8][C@@H:9]([CH2:14][C:15]1[CH:16]=[CH:17][CH:18]=[CH:19][CH:20]=1)[C@H:10]([OH:13])[CH2:11][Cl:12])=[O:7])([CH3:4])([CH3:2])[CH3:3]. The catalyst class is: 8. (5) Reactant: Cl.[CH3:2][C:3]([CH3:33])([CH3:32])[CH2:4][C:5]1[N:6]=[C:7]([CH:16]([OH:31])[CH2:17][C:18]2[CH:23]=[CH:22][C:21]([C:24]3[CH:29]=[CH:28][C:27]([F:30])=[CH:26][N:25]=3)=[CH:20][CH:19]=2)[N:8](S(N(C)C)(=O)=O)[CH:9]=1. Product: [CH3:2][C:3]([CH3:33])([CH3:32])[CH2:4][C:5]1[N:6]=[C:7]([CH:16]([OH:31])[CH2:17][C:18]2[CH:23]=[CH:22][C:21]([C:24]3[CH:29]=[CH:28][C:27]([F:30])=[CH:26][N:25]=3)=[CH:20][CH:19]=2)[NH:8][CH:9]=1. The catalyst class is: 5. (6) Reactant: Br([O-])(=O)=O.[Na+].[F:6][C:7]1[CH:14]=[CH:13][C:10]([CH2:11][OH:12])=[CH:9][CH:8]=1.CC[O:17]CC. Product: [F:6][C:7]1[CH:14]=[CH:13][C:10]([C:11]([OH:17])=[O:12])=[CH:9][CH:8]=1. The catalyst class is: 47. (7) Reactant: [CH3:1][O:2][C:3]1[N:4]=[CH:5][C:6]2[C:7](=[O:13])[CH2:8][CH2:9][CH2:10][C:11]=2[CH:12]=1.[BH4-].[Na+]. Product: [CH3:1][O:2][C:3]1[N:4]=[CH:5][C:6]2[CH:7]([OH:13])[CH2:8][CH2:9][CH2:10][C:11]=2[CH:12]=1. The catalyst class is: 5. (8) Reactant: [Br:1][C:2]1[CH:7]=[C:6]([N+:8]([O-:10])=[O:9])[C:5]([NH:11]C(=O)C(F)(F)F)=[C:4]([CH3:18])[CH:3]=1.C(=O)([O-])[O-].[K+].[K+].CO. Product: [Br:1][C:2]1[CH:7]=[C:6]([N+:8]([O-:10])=[O:9])[C:5]([NH2:11])=[C:4]([CH3:18])[CH:3]=1. The catalyst class is: 6.